The task is: Predict the product of the given reaction.. This data is from Forward reaction prediction with 1.9M reactions from USPTO patents (1976-2016). (1) Given the reactants Cl[C:2]1[CH:8]=[CH:7][C:5]([NH2:6])=[CH:4][CH:3]=1.[C:9](O)(=O)[CH3:10].[CH2:13](O)[CH3:14].[C:16]([C:18]1[C:19](=[C:26]([C:29]#[N:30])[C:27]#[N:28])[O:20][C:21]([CH3:25])([CH3:24])[C:22]=1[CH3:23])#[N:17].N1C=C[CH:34]=[CH:33][CH:32]=1, predict the reaction product. The product is: [C:16]([C:18]1[C:19](=[C:26]([C:27]#[N:28])[C:29]#[N:30])[O:20][C:21]([CH3:24])([CH3:25])[C:22]=1[CH:23]=[CH:34][CH:33]=[CH:32][C:2]1[CH:8]=[CH:7][C:5]([N:6]([CH2:9][CH3:10])[CH2:13][CH3:14])=[CH:4][CH:3]=1)#[N:17]. (2) Given the reactants [CH3:1][O:2][C:3]1[CH:12]=[C:11]2[C:6]([CH:7]=[CH:8][N:9]=[CH:10]2)=[CH:5][C:4]=1[C:13]#[N:14].C(OO)(=[O:17])C, predict the reaction product. The product is: [CH3:1][O:2][C:3]1[CH:12]=[C:11]2[C:6]([CH:7]=[CH:8][N:9]=[CH:10]2)=[CH:5][C:4]=1[C:13]#[N+:14][O-:17]. (3) The product is: [ClH:26].[CH2:1]([C:5]1([N:23]([CH3:25])[CH3:24])[CH2:6][CH2:7][CH:8]([C:11]2[NH:12][C:13]3[C:18]([C:19]=2[CH:20]2[CH2:21][CH2:22]2)=[CH:17][CH:16]=[CH:15][CH:14]=3)[CH2:9][CH2:10]1)[CH2:2][CH2:3][CH3:4]. Given the reactants [CH2:1]([C:5]1([N:23]([CH3:25])[CH3:24])[CH2:10][CH2:9][CH:8]([C:11]2[NH:12][C:13]3[C:18]([C:19]=2[CH:20]2[CH2:22][CH2:21]2)=[CH:17][CH:16]=[CH:15][CH:14]=3)[CH2:7][CH2:6]1)[CH2:2][CH2:3][CH3:4].[ClH:26], predict the reaction product. (4) Given the reactants F[C:2]1[C:7]([I:8])=[CH:6][CH:5]=[CH:4][N:3]=1.C([O-])([O-])=O.[Cs+].[Cs+].[CH:15]1([SH:18])[CH2:17][CH2:16]1, predict the reaction product. The product is: [CH:15]1([S:18][C:2]2[C:7]([I:8])=[CH:6][CH:5]=[CH:4][N:3]=2)[CH2:17][CH2:16]1. (5) Given the reactants O.[OH-].[Li+].[Cl:4][C:5]1[N:10]=[C:9]([NH:11][C@H:12]([C:14]2[CH:19]=[CH:18][C:17]([F:20])=[CH:16][N:15]=2)[CH3:13])[C:8]([C:21]([O:23]CC)=[O:22])=[CH:7][N:6]=1, predict the reaction product. The product is: [Cl:4][C:5]1[N:10]=[C:9]([NH:11][C@H:12]([C:14]2[CH:19]=[CH:18][C:17]([F:20])=[CH:16][N:15]=2)[CH3:13])[C:8]([C:21]([OH:23])=[O:22])=[CH:7][N:6]=1. (6) Given the reactants I[C:2]1[CH:11]=[CH:10][C:5]2[N:6]=[C:7]([CH3:9])[S:8][C:4]=2[CH:3]=1.[CH3:12][O:13][C:14](=[O:18])[CH2:15][CH:16]=[CH2:17].C(N(CC)CC)C, predict the reaction product. The product is: [CH3:12][O:13][C:14](=[O:18])[CH2:15]/[CH:16]=[CH:17]/[C:2]1[CH:11]=[CH:10][C:5]2[N:6]=[C:7]([CH3:9])[S:8][C:4]=2[CH:3]=1. (7) Given the reactants O1CCOCC1.Cl[C:8]1[C:9]([NH:25][C:26]2[CH:27]=[C:28]([OH:32])[CH:29]=[CH:30][CH:31]=2)=[N:10][CH:11]=[C:12]([CH2:14][N:15]2[CH2:20][CH2:19][N:18]([S:21]([CH3:24])(=[O:23])=[O:22])[CH2:17][CH2:16]2)[CH:13]=1.B1(B2OC(C)(C)C(C)(C)O2)OC(C)(C)C(C)(C)O1.CC(C1C=C(C(C)C)C(C2C=CC=CC=2P(C2CCCCC2)C2CCCCC2)=C(C(C)C)C=1)C.C([O-])(=O)C.[K+].Cl[C:91]1[N:96]=[C:95]([CH3:97])[N:94]=[C:93]([NH2:98])[N:92]=1, predict the reaction product. The product is: [NH2:98][C:93]1[N:94]=[C:95]([CH3:97])[N:96]=[C:91]([C:8]2[C:9]([NH:25][C:26]3[CH:27]=[C:28]([OH:32])[CH:29]=[CH:30][CH:31]=3)=[N:10][CH:11]=[C:12]([CH2:14][N:15]3[CH2:20][CH2:19][N:18]([S:21]([CH3:24])(=[O:23])=[O:22])[CH2:17][CH2:16]3)[CH:13]=2)[N:92]=1. (8) Given the reactants [OH:1][C:2]1[CH:7]=[C:6]([CH2:8][NH2:9])[CH:5]=[CH:4][C:3]=1[C:10]1[CH:15]=[CH:14][CH:13]=[C:12]([C:16](=[O:20])[N:17]([CH3:19])[CH3:18])[CH:11]=1.[C:29](O[C:29]([O:31][C:32]([CH3:35])([CH3:34])[CH3:33])=[O:30])([O:31][C:32]([CH3:35])([CH3:34])[CH3:33])=[O:30].[OH-].[Na+].Cl.C(=O)([O-])[O-].[K+].[K+].[CH2:45](Br)[C:46]1[CH:51]=[CH:50][CH:49]=[CH:48][CH:47]=1, predict the reaction product. The product is: [CH2:45]([O:1][C:2]1[CH:7]=[C:6]([CH2:8][NH:9][C:29](=[O:30])[O:31][C:32]([CH3:33])([CH3:34])[CH3:35])[CH:5]=[CH:4][C:3]=1[C:10]1[CH:15]=[CH:14][CH:13]=[C:12]([C:16](=[O:20])[N:17]([CH3:18])[CH3:19])[CH:11]=1)[C:46]1[CH:51]=[CH:50][CH:49]=[CH:48][CH:47]=1. (9) Given the reactants C(OC([N:8]1[CH2:13][CH2:12][N:11](C(OC(C)(C)C)=O)[CH2:10][C@@H:9]1[C:21]([O:23][CH3:24])=[O:22])=O)(C)(C)C.[ClH:25], predict the reaction product. The product is: [ClH:25].[ClH:25].[NH:8]1[CH2:13][CH2:12][NH:11][CH2:10][C@@H:9]1[C:21]([O:23][CH3:24])=[O:22].